The task is: Predict the reaction yield, written as a fraction of the theoretical maximum amount of product (1.0 means a 100% yield; for example, 0.34 means a 34% yield).. This data is from Reaction yield outcomes from USPTO patents with 853,638 reactions. (1) The reactants are [C:1]([C:3]1[C:12]([F:13])=[CH:11][C:6]([C:7]([O:9][CH3:10])=[O:8])=[C:5]([F:14])[CH:4]=1)#[N:2].[NH2:15][OH:16]. The catalyst is CO. The product is [NH2:2][C:1](=[N:15][OH:16])[C:3]1[C:12]([F:13])=[CH:11][C:6]([C:7]([O:9][CH3:10])=[O:8])=[C:5]([F:14])[CH:4]=1. The yield is 0.980. (2) The reactants are [CH2:1]([O:8][C:9]([C:11]1[C:19]2[C:14](=[CH:15][CH:16]=[C:17]([O:20][CH2:21][CH2:22]Cl)[CH:18]=2)[NH:13][C:12]=1[CH3:24])=[O:10])[C:2]1[CH:7]=[CH:6][CH:5]=[CH:4][CH:3]=1.[CH2:25]([NH:28][CH2:29][CH2:30][CH3:31])[CH2:26][CH3:27]. The catalyst is C(#N)C.C(Cl)Cl. The product is [CH2:1]([O:8][C:9]([C:11]1[C:19]2[C:14](=[CH:15][CH:16]=[C:17]([O:20][CH2:21][CH2:22][N:28]([CH2:29][CH2:30][CH3:31])[CH2:25][CH2:26][CH3:27])[CH:18]=2)[NH:13][C:12]=1[CH3:24])=[O:10])[C:2]1[CH:7]=[CH:6][CH:5]=[CH:4][CH:3]=1. The yield is 0.120. (3) The reactants are [NH:1]1[CH:5]=[CH:4][N:3]=[N:2]1.[C:6](=O)([O-])[O-].[K+].[K+].[I-].[Na+].Br[CH2:15][CH2:16][O:17][Si:18]([C:21]([CH3:24])([CH3:23])[CH3:22])([CH3:20])[CH3:19]. The catalyst is C(#N)C. The product is [C:21]([Si:18]([CH3:20])([CH3:19])[O:17][CH2:16][CH2:15][N:1]1[CH:5]=[C:4]([CH3:6])[N:3]=[N:2]1)([CH3:24])([CH3:23])[CH3:22]. The yield is 0.440. (4) The reactants are [SH:1][C:2]1[S:3][C:4]2[CH:10]=[C:9]([C:11]#[N:12])[CH:8]=[CH:7][C:5]=2[N:6]=1.[Cl:13][C:14]1[CH:19]=[C:18]([N+:20]([O-:22])=[O:21])[CH:17]=[C:16]([Cl:23])[C:15]=1Cl.[H-].[Na+]. The catalyst is CN(C=O)C. The product is [Cl:13][C:14]1[CH:19]=[C:18]([N+:20]([O-:22])=[O:21])[CH:17]=[C:16]([Cl:23])[C:15]=1[S:1][C:2]1[S:3][C:4]2[CH:10]=[C:9]([C:11]#[N:12])[CH:8]=[CH:7][C:5]=2[N:6]=1. The yield is 0.990.